Dataset: Catalyst prediction with 721,799 reactions and 888 catalyst types from USPTO. Task: Predict which catalyst facilitates the given reaction. (1) Reactant: Cl[CH2:2][C:3]([C:5]1[CH2:9][CH:8]([CH2:10][O:11][CH2:12][N:13]2[C:21](=[O:22])[C:20]3[C:15](=[CH:16][CH:17]=[CH:18][CH:19]=3)[C:14]2=[O:23])[O:7][N:6]=1)=O.[Br-].[Na+].[CH3:26][C:27]1[N:31]([CH2:32][C:33]([N:35]2[CH2:40][CH2:39][CH:38]([C:41](=[S:43])[NH2:42])[CH2:37][CH2:36]2)=[O:34])[N:30]=[C:29]([C:44]([F:47])([F:46])[F:45])[CH:28]=1. Product: [CH3:26][C:27]1[N:31]([CH2:32][C:33]([N:35]2[CH2:40][CH2:39][CH:38]([C:41]3[S:43][CH:2]=[C:3]([C:5]4[CH2:9][CH:8]([CH2:10][O:11][CH2:12][N:13]5[C:21](=[O:22])[C:20]6[C:15](=[CH:16][CH:17]=[CH:18][CH:19]=6)[C:14]5=[O:23])[O:7][N:6]=4)[N:42]=3)[CH2:37][CH2:36]2)=[O:34])[N:30]=[C:29]([C:44]([F:47])([F:45])[F:46])[CH:28]=1. The catalyst class is: 10. (2) Reactant: C(OC([N:8]1[CH2:13][CH2:12][N:11]([C:14]2[CH:19]=[CH:18][CH:17]=[CH:16][C:15]=2[CH3:20])[CH:10]([C:21]2[CH:22]=[C:23]([C:27]3[CH:32]=[CH:31][CH:30]=[C:29]([S:33]([CH3:36])(=[O:35])=[O:34])[CH:28]=3)[CH:24]=[CH:25][CH:26]=2)[CH2:9]1)=O)(C)(C)C.[ClH:37]. Product: [ClH:37].[CH3:36][S:33]([C:29]1[CH:28]=[C:27]([C:23]2[CH:24]=[CH:25][CH:26]=[C:21]([CH:10]3[CH2:9][NH:8][CH2:13][CH2:12][N:11]3[C:14]3[CH:19]=[CH:18][CH:17]=[CH:16][C:15]=3[CH3:20])[CH:22]=2)[CH:32]=[CH:31][CH:30]=1)(=[O:34])=[O:35]. The catalyst class is: 8. (3) Reactant: CCN(C(C)C)C(C)C.[NH2:10][CH2:11][C:12]1[C:13]([F:29])=[C:14]([O:19][C:20]2[CH:21]=[C:22]([CH:25]=[C:26]([Cl:28])[CH:27]=2)[C:23]#[N:24])[C:15]([Cl:18])=[CH:16][CH:17]=1.[CH3:30][C:31]1[NH:35][C:34](=[O:36])[NH:33][C:32]=1[C:37](O)=[O:38].CN(C(ON1N=NC2C=CC=NC1=2)=[N+](C)C)C.F[P-](F)(F)(F)(F)F.C(=O)(O)[O-].[Na+]. Product: [Cl:18][C:15]1[CH:16]=[CH:17][C:12]([CH2:11][NH:10][C:37]([C:32]2[NH:33][C:34](=[O:36])[NH:35][C:31]=2[CH3:30])=[O:38])=[C:13]([F:29])[C:14]=1[O:19][C:20]1[CH:21]=[C:22]([C:23]#[N:24])[CH:25]=[C:26]([Cl:28])[CH:27]=1. The catalyst class is: 39. (4) Reactant: [Cl:1][C:2]1[CH:3]=[CH:4][C:5]2[O:9][C:8]([CH3:10])=[N:7][C:6]=2[CH:11]=1.[N+:12]([O-])([OH:14])=[O:13].O1C2C=CC=CC=2N=C1. Product: [Cl:1][C:2]1[C:3]([N+:12]([O-:14])=[O:13])=[CH:4][C:5]2[O:9][C:8]([CH3:10])=[N:7][C:6]=2[CH:11]=1. The catalyst class is: 65. (5) Reactant: C(SP([O-])(OCC)=S)C.[O:10]1[C:14]2[CH:15]=[CH:16][C:17]([CH:19]([C:35]3[C:43]4[C:38](=[CH:39][C:40]([C:44]#[N:45])=[CH:41][CH:42]=4)[N:37]([CH3:46])[CH:36]=3)[C:20]([NH:22][S:23]([C:26]3[CH:31]=[CH:30][C:29]([CH:32]([CH3:34])[CH3:33])=[CH:28][CH:27]=3)(=[O:25])=[O:24])=[O:21])=[CH:18][C:13]=2[O:12][CH2:11]1.[CH2:47](N)[CH2:48][NH2:49]. Product: [O:10]1[C:14]2[CH:15]=[CH:16][C:17]([CH:19]([C:35]3[C:43]4[C:38](=[CH:39][C:40]([C:44]5[NH:49][CH2:48][CH2:47][N:45]=5)=[CH:41][CH:42]=4)[N:37]([CH3:46])[CH:36]=3)[C:20]([NH:22][S:23]([C:26]3[CH:27]=[CH:28][C:29]([CH:32]([CH3:34])[CH3:33])=[CH:30][CH:31]=3)(=[O:24])=[O:25])=[O:21])=[CH:18][C:13]=2[O:12][CH2:11]1. The catalyst class is: 40. (6) Reactant: [CH2:1]([N:5](CCCC)CCCC)[CH2:2]CC.[CH:14]1[CH:19]=[C:18]2[CH:20]([CH2:27][O:28]C(NCC(O)=O)=O)[C:21]3[C:26]([C:17]2=[CH:16][CH:15]=1)=[CH:25][CH:24]=[CH:23][CH:22]=3.ClC(OCC(C)C)=[O:38].[NH2:44][C@H:45]1[CH2:68][CH2:67][C@@:66]2([CH3:69])[C@H:47]([CH2:48][CH2:49][C@@H:50]3[C@@H:65]2[CH2:64][C:63](=[O:70])[C@@:62]2([CH3:71])[C@H:51]3[CH2:52][CH2:53][C@@H:54]2[C@H:55]([CH3:61])[CH2:56][CH2:57][C:58]([OH:60])=[O:59])[CH2:46]1. Product: [CH:22]1[C:21]2[CH:20]([CH2:27][O:28][NH:5][CH2:1][C:2]([NH:44][C@H:45]3[CH2:68][CH2:67][C@@:66]4([CH3:69])[C@H:47]([CH2:48][CH2:49][C@@H:50]5[C@@H:65]4[CH2:64][C:63](=[O:70])[C@@:62]4([CH3:71])[C@H:51]5[CH2:52][CH2:53][C@@H:54]4[C@H:55]([CH3:61])[CH2:56][CH2:57][C:58]([OH:60])=[O:59])[CH2:46]3)=[O:38])[C:18]3[C:17](=[CH:16][CH:15]=[CH:14][CH:19]=3)[C:26]=2[CH:25]=[CH:24][CH:23]=1. The catalyst class is: 118.